The task is: Predict the reactants needed to synthesize the given product.. This data is from Full USPTO retrosynthesis dataset with 1.9M reactions from patents (1976-2016). (1) Given the product [CH3:25][C:1]1([C:4]2[CH:24]=[CH:23][C:7]([CH2:8][NH:9][CH2:10][CH2:11][C:12]3[CH:17]=[CH:16][CH:15]=[C:14]([C:19]([F:22])([F:21])[F:20])[CH:13]=3)=[CH:6][CH:5]=2)[CH2:3][CH2:2]1, predict the reactants needed to synthesize it. The reactants are: [CH:1]1([C:4]2[CH:24]=[CH:23][C:7]([CH2:8][NH:9][CH2:10][CH2:11][C:12]3[CH:17]=[CH:16][C:15](F)=[C:14]([C:19]([F:22])([F:21])[F:20])[CH:13]=3)=[CH:6][CH:5]=2)[CH2:3][CH2:2]1.[CH3:25]C1(C2C=CC(C=O)=CC=2)CC1.FC(F)(F)C1C=C(CCN)C=CC=1.[BH4-].[Na+]. (2) Given the product [Cl:14][C:9]1[CH:10]=[CH:11][CH:12]=[CH:13][C:8]=1[C:6]1[N:7]=[C:2]([NH:19][CH2:20][CH2:21][NH:22][C:23]2[CH:30]=[CH:29][C:26]([C:27]#[N:28])=[CH:25][N:24]=2)[C:3]2[N:18]=[CH:17][CH:16]=[CH:15][C:4]=2[N:5]=1, predict the reactants needed to synthesize it. The reactants are: Cl[C:2]1[C:3]2[N:18]=[CH:17][CH:16]=[CH:15][C:4]=2[N:5]=[C:6]([C:8]2[CH:13]=[CH:12][CH:11]=[CH:10][C:9]=2[Cl:14])[N:7]=1.[NH2:19][CH2:20][CH2:21][NH:22][C:23]1[CH:30]=[CH:29][C:26]([C:27]#[N:28])=[CH:25][N:24]=1. (3) Given the product [CH2:60]([O:59][C:55](=[O:58])/[CH:56]=[CH:57]/[C:2]1[CH:26]=[CH:25][C:5]([O:6][CH2:7][C@H:8]([OH:24])[CH2:9][NH:10][C:11]([CH3:23])([CH3:22])[CH2:12][CH:13]2[CH2:21][C:20]3[C:15](=[CH:16][CH:17]=[CH:18][CH:19]=3)[CH2:14]2)=[C:4]([F:27])[C:3]=1[F:28])[CH3:61], predict the reactants needed to synthesize it. The reactants are: Br[C:2]1[CH:26]=[CH:25][C:5]([O:6][CH2:7][C@H:8]([OH:24])[CH2:9][NH:10][C:11]([CH3:23])([CH3:22])[CH2:12][CH:13]2[CH2:21][C:20]3[C:15](=[CH:16][CH:17]=[CH:18][CH:19]=3)[CH2:14]2)=[C:4]([F:27])[C:3]=1[F:28].C(#N)CC.CC1C(P(C2C(C)=CC=CC=2)C2C(C)=CC=CC=2)=CC=CC=1.[C:55]([O:59][CH2:60][CH3:61])(=[O:58])[CH:56]=[CH2:57].